From a dataset of Catalyst prediction with 721,799 reactions and 888 catalyst types from USPTO. Predict which catalyst facilitates the given reaction. (1) Reactant: [F:1][C:2]1([F:30])[CH2:7][CH2:6][N:5]([C:8]([C:10]2[NH:11][C:12]3[C:17]([CH:18]=2)=[CH:16][C:15]([C:19]([N:21]2[CH2:26][CH2:25][CH:24]([N:27]([CH3:29])[CH3:28])[CH2:23][CH2:22]2)=[O:20])=[CH:14][CH:13]=3)=[O:9])[CH2:4][CH2:3]1.[F:31][C:32]([F:43])([F:42])[C:33]1[CH:34]=[C:35](B(O)O)[CH:36]=[CH:37][CH:38]=1.N1C=CC=CC=1. Product: [F:30][C:2]1([F:1])[CH2:7][CH2:6][N:5]([C:8]([C:10]2[N:11]([C:37]3[CH:36]=[CH:35][CH:34]=[C:33]([C:32]([F:43])([F:42])[F:31])[CH:38]=3)[C:12]3[C:17]([CH:18]=2)=[CH:16][C:15]([C:19]([N:21]2[CH2:26][CH2:25][CH:24]([N:27]([CH3:28])[CH3:29])[CH2:23][CH2:22]2)=[O:20])=[CH:14][CH:13]=3)=[O:9])[CH2:4][CH2:3]1. The catalyst class is: 221. (2) Reactant: [Cl:1][C:2]([Cl:22])([Cl:21])[C:3](=O)/[CH:4]=[C:5](\OC)/[CH2:6][CH2:7]/[C:8](/OC)=[CH:9]/[C:10](=O)[C:11]([Cl:14])([Cl:13])[Cl:12].[C:23]1([NH:29][NH2:30])[CH:28]=[CH:27][CH:26]=[CH:25][CH:24]=1. Product: [C:23]1([N:29]2[C:3]([C:2]([Cl:22])([Cl:21])[Cl:1])=[CH:4][C:5]([CH2:6][CH2:7][C:8]3[CH:9]=[C:10]([C:11]([Cl:14])([Cl:13])[Cl:12])[N:29]([C:23]4[CH:28]=[CH:27][CH:26]=[CH:25][CH:24]=4)[N:30]=3)=[N:30]2)[CH:28]=[CH:27][CH:26]=[CH:25][CH:24]=1. The catalyst class is: 1. (3) Reactant: [OH:1][C:2]1([C:8]2[CH:13]=[CH:12][CH:11]=[CH:10][CH:9]=2)[CH2:7][CH2:6][NH:5][CH2:4][CH2:3]1.[C:14](O[C:14]([O:16][C:17]([CH3:20])([CH3:19])[CH3:18])=[O:15])([O:16][C:17]([CH3:20])([CH3:19])[CH3:18])=[O:15]. Product: [C:17]([O:16][C:14]([N:5]1[CH2:6][CH2:7][C:2]([OH:1])([C:8]2[CH:13]=[CH:12][CH:11]=[CH:10][CH:9]=2)[CH2:3][CH2:4]1)=[O:15])([CH3:20])([CH3:19])[CH3:18]. The catalyst class is: 2. (4) Reactant: [CH3:1][C:2]([C@@H:4]1[C@@:8]2([CH3:23])[CH2:9][CH2:10][C@@H:11]3[C@@:16]4([CH3:22])[CH2:17][CH2:18][C@H:19]([OH:21])[CH2:20][C:15]4=[CH:14][CH2:13][C@H:12]3[C@@H:7]2[CH2:6][CH2:5]1)=[O:3].N1C=CN=C1.[CH:29]([Si:32](Cl)([CH:36]([CH3:38])[CH3:37])[CH:33]([CH3:35])[CH3:34])([CH3:31])[CH3:30]. Product: [CH:29]([Si:32]([CH:36]([CH3:38])[CH3:37])([CH:33]([CH3:35])[CH3:34])[O:21][C@H:19]1[CH2:18][CH2:17][C@@:16]2([CH3:22])[C:15](=[CH:14][CH2:13][C@@H:12]3[C@@H:11]2[CH2:10][CH2:9][C@@:8]2([CH3:23])[C@H:7]3[CH2:6][CH2:5][C@@H:4]2[C:2](=[O:3])[CH3:1])[CH2:20]1)([CH3:31])[CH3:30]. The catalyst class is: 85. (5) Reactant: [Cl:1][C:2]1[S:6][C:5]([C:7](=[O:15])[CH2:8][C:9]2[CH:14]=[CH:13][N:12]=[CH:11][CH:10]=2)=[CH:4][CH:3]=1.CO[CH:18](OC)[N:19]([CH3:21])[CH3:20]. Product: [Cl:1][C:2]1[S:6][C:5]([C:7](=[O:15])[C:8]([C:9]2[CH:14]=[CH:13][N:12]=[CH:11][CH:10]=2)=[CH:18][N:19]([CH3:21])[CH3:20])=[CH:4][CH:3]=1. The catalyst class is: 9. (6) Reactant: [C:1]([O:4][CH2:5][C@@H:6]1[C@@H:11]([O:12][CH2:13][C:14]2[CH:19]=[CH:18][CH:17]=[CH:16][CH:15]=2)[C@H:10]([CH:20]=[CH2:21])[C@H:9]([O:22][CH2:23][C:24]2[CH:29]=[CH:28][CH:27]=[CH:26][CH:25]=2)[C@@H:8](OC(=O)C)[O:7]1)(=[O:3])[CH3:2].[OH:34][C:35]1[CH:40]=[CH:39][C:38]([C:41]2[CH:42]=[C:43]([CH:48]=[CH:49][CH:50]=2)[C:44]([NH:46][CH3:47])=[O:45])=[CH:37][CH:36]=1.B(F)(F)F. Product: [C:1]([O:4][CH2:5][C@@H:6]1[C@@H:11]([O:12][CH2:13][C:14]2[CH:15]=[CH:16][CH:17]=[CH:18][CH:19]=2)[C@H:10]([CH:20]=[CH2:21])[C@H:9]([O:22][CH2:23][C:24]2[CH:25]=[CH:26][CH:27]=[CH:28][CH:29]=2)[C@@H:8]([O:34][C:35]2[CH:36]=[CH:37][C:38]([C:41]3[CH:50]=[CH:49][CH:48]=[C:43]([C:44](=[O:45])[NH:46][CH3:47])[CH:42]=3)=[CH:39][CH:40]=2)[O:7]1)(=[O:3])[CH3:2]. The catalyst class is: 2. (7) Product: [F:20][C:21]1[CH:28]=[CH:27][C:24]([CH2:25][O:6][CH:7]2[CH2:8][N:9]([C:11]([O:13][C:14]([CH3:17])([CH3:16])[CH3:15])=[O:12])[CH2:10]2)=[CH:23][CH:22]=1. The catalyst class is: 84. Reactant: O1CCCC1.[OH:6][CH:7]1[CH2:10][N:9]([C:11]([O:13][C:14]([CH3:17])([CH3:16])[CH3:15])=[O:12])[CH2:8]1.[H-].[Na+].[F:20][C:21]1[CH:28]=[CH:27][C:24]([CH2:25]Br)=[CH:23][CH:22]=1. (8) Reactant: [H-].[Na+].[C:3]([CH2:5][C:6]([O:8][C:9]([CH3:12])([CH3:11])[CH3:10])=[O:7])#[N:4].Br[C:14]1[CH:19]=[CH:18][C:17]([Br:20])=[CH:16][N:15]=1.[Cl-].[NH4+]. Product: [Br:20][C:17]1[CH:18]=[CH:19][C:14](=[C:5]([C:3]#[N:4])[C:6]([O:8][C:9]([CH3:12])([CH3:11])[CH3:10])=[O:7])[NH:15][CH:16]=1. The catalyst class is: 16.